This data is from Reaction yield outcomes from USPTO patents with 853,638 reactions. The task is: Predict the reaction yield, written as a fraction of the theoretical maximum amount of product (1.0 means a 100% yield; for example, 0.34 means a 34% yield). (1) The reactants are Cl.Cl.[O:3]1[CH:7]=[N:6][C:5]([C:8]2[CH:13]=[CH:12][C:11]([CH:14]3[CH2:19][NH:18][CH2:17][CH2:16][NH:15]3)=[CH:10][CH:9]=2)=[N:4]1.C(N(CC)CC)C.Cl[C:28]1[N:33]([CH3:34])[C:32](=[O:35])[CH:31]=[C:30]([C:36]2[CH:41]=[CH:40][N:39]=[CH:38][CH:37]=2)[N:29]=1. The catalyst is O1CCCC1. The product is [O:3]1[CH:7]=[N:6][C:5]([C:8]2[CH:13]=[CH:12][C:11]([C@@H:14]3[NH:15][CH2:16][CH2:17][N:18]([C:28]4[N:33]([CH3:34])[C:32](=[O:35])[CH:31]=[C:30]([C:36]5[CH:37]=[CH:38][N:39]=[CH:40][CH:41]=5)[N:29]=4)[CH2:19]3)=[CH:10][CH:9]=2)=[N:4]1. The yield is 0.740. (2) The reactants are [C:1]([O:5][C:6]([N:8]1[CH2:11][CH:10]([C:12]2[C:21](Cl)=[N:20][C:19]3[C:14](=[CH:15][CH:16]=[CH:17][CH:18]=3)[N:13]=2)[CH2:9]1)=[O:7])([CH3:4])([CH3:3])[CH3:2].[CH3:23][C:24]1[CH:25]=[C:26](B(O)O)[CH:27]=[CH:28][CH:29]=1.[O-]P([O-])([O-])=O.[K+].[K+].[K+]. The catalyst is O1CCOCC1.O.C1C=CC(P(C2C=CC=CC=2)[C-]2C=CC=C2)=CC=1.C1C=CC(P(C2C=CC=CC=2)[C-]2C=CC=C2)=CC=1.Cl[Pd]Cl.[Fe+2]. The product is [C:1]([O:5][C:6]([N:8]1[CH2:11][CH:10]([C:12]2[C:21]([C:28]3[CH:29]=[C:24]([CH3:23])[CH:25]=[CH:26][CH:27]=3)=[N:20][C:19]3[C:14](=[CH:15][CH:16]=[CH:17][CH:18]=3)[N:13]=2)[CH2:9]1)=[O:7])([CH3:4])([CH3:3])[CH3:2]. The yield is 0.850. (3) The reactants are [C:1]([O:5][C:6](=[O:29])[C@H:7]([CH2:18][CH:19]([CH:27]=O)[C:20]([O:22][C:23]([CH3:26])([CH3:25])[CH3:24])=[O:21])[NH:8][C:9]([O:11][C:12]1[CH:17]=[CH:16][CH:15]=[CH:14][CH:13]=1)=[O:10])([CH3:4])([CH3:3])[CH3:2].[CH3:30][NH2:31].C1COCC1. The catalyst is ClCCl. The product is [C:1]([O:5][C:6](=[O:29])[C@H:7]([CH2:18][CH:19]([CH2:27][NH:31][CH3:30])[C:20]([O:22][C:23]([CH3:26])([CH3:25])[CH3:24])=[O:21])[NH:8][C:9]([O:11][C:12]1[CH:17]=[CH:16][CH:15]=[CH:14][CH:13]=1)=[O:10])([CH3:4])([CH3:3])[CH3:2]. The yield is 0.780. (4) The reactants are [F:1][C:2]1[CH:3]=[C:4]2[C:9](=[CH:10][CH:11]=1)[CH:8]=[N:7][C:6]([NH:12][C:13](=[O:43])[O:14][CH2:15][C@@H:16]([N:29]([CH3:42])[C:30]([NH:32][CH2:33][C:34]1[CH:39]=[CH:38][CH:37]=[C:36]([F:40])[C:35]=1[Cl:41])=[O:31])[CH2:17][NH:18]C(OCC1C=CC=CC=1)=O)=[CH:5]2.[Si](I)(C)(C)C.[NH:49]([C:54]([O:56][C:57]([CH3:60])([CH3:59])[CH3:58])=[O:55])[CH2:50][C:51](O)=[O:52].CN(C(ON1N=NC2C=CC=CC1=2)=[N+](C)C)C.F[P-](F)(F)(F)(F)F. The catalyst is CC#N.CN(C=O)C.CO. The product is [F:1][C:2]1[CH:3]=[C:4]2[C:9](=[CH:10][CH:11]=1)[CH:8]=[N:7][C:6]([NH:12][C:13](=[O:43])[O:14][CH2:15][C@@H:16]([N:29]([CH3:42])[C:30]([NH:32][CH2:33][C:34]1[CH:39]=[CH:38][CH:37]=[C:36]([F:40])[C:35]=1[Cl:41])=[O:31])[CH2:17][NH:18][C:51](=[O:52])[CH2:50][NH:49][C:54]([O:56][C:57]([CH3:59])([CH3:58])[CH3:60])=[O:55])=[CH:5]2. The yield is 0.780. (5) The reactants are [CH3:1][O:2][C:3]1[CH:4]=[C:5]2[C:10](=[CH:11][CH:12]=1)[CH:9]([CH2:13][C:14]1[CH:19]=[CH:18][C:17]([O:20][CH2:21][C:22]3[CH:27]=[CH:26][CH:25]=[CH:24][CH:23]=3)=[CH:16][CH:15]=1)[NH:8][CH2:7][CH2:6]2.[O:28]1[CH2:33][CH2:32][C:31](=O)[CH2:30][CH2:29]1. No catalyst specified. The product is [CH3:1][O:2][C:3]1[CH:4]=[C:5]2[C:10](=[CH:11][CH:12]=1)[CH:9]([CH2:13][C:14]1[CH:19]=[CH:18][C:17]([O:20][CH2:21][C:22]3[CH:27]=[CH:26][CH:25]=[CH:24][CH:23]=3)=[CH:16][CH:15]=1)[N:8]([CH:31]1[CH2:32][CH2:33][O:28][CH2:29][CH2:30]1)[CH2:7][CH2:6]2. The yield is 0.780. (6) The reactants are [CH3:1][O:2][C:3]1[CH:8]=[CH:7][C:6]([C:9](=[O:11])[CH3:10])=[CH:5][CH:4]=1.[O:12]1[CH:16]=[CH:15][CH:14]=[C:13]1[CH:17]=O.C[O-].[Na+].Cl. The catalyst is CO. The product is [O:12]1[CH:16]=[CH:15][CH:14]=[C:13]1[CH:17]=[CH:10][C:9]([C:6]1[CH:7]=[CH:8][C:3]([O:2][CH3:1])=[CH:4][CH:5]=1)=[O:11]. The yield is 0.920. (7) The reactants are [CH3:1][N:2]1[C:10]2[C:5](=[CH:6][C:7]([N+:11]([O-])=O)=[CH:8][CH:9]=2)[CH:4]=[C:3]1[C:14]([O:16][CH2:17][CH3:18])=[O:15].C([O-])=O.[NH4+]. The catalyst is [Pd].C(O)C.O. The product is [NH2:11][C:7]1[CH:6]=[C:5]2[C:10](=[CH:9][CH:8]=1)[N:2]([CH3:1])[C:3]([C:14]([O:16][CH2:17][CH3:18])=[O:15])=[CH:4]2. The yield is 0.860. (8) The reactants are Br[C:2]1[C:3]2[CH2:10][CH2:9][CH:8]([NH:11][S:12]([CH2:15][CH3:16])(=[O:14])=[O:13])[C:4]=2[CH:5]=[N:6][CH:7]=1.[F:17][C:18]([F:29])([F:28])[C:19]1[CH:24]=[CH:23][C:22](B(O)O)=[CH:21][CH:20]=1. No catalyst specified. The product is [F:17][C:18]([F:29])([F:28])[C:19]1[CH:24]=[CH:23][C:22]([C:2]2[C:3]3[CH2:10][CH2:9][CH:8]([NH:11][S:12]([CH2:15][CH3:16])(=[O:14])=[O:13])[C:4]=3[CH:5]=[N:6][CH:7]=2)=[CH:21][CH:20]=1. The yield is 0.790. (9) The reactants are [NH:1]=[C:2]([C:10]1[CH:15]=[CH:14][C:13]([CH3:16])=[C:12]([I:17])[CH:11]=1)[NH:3][NH:4][C:5]([CH:7]1[CH2:9][CH2:8]1)=O. The catalyst is P(Cl)(Cl)(Cl)=O. The product is [CH:7]1([C:5]2[NH:1][C:2]([C:10]3[CH:15]=[CH:14][C:13]([CH3:16])=[C:12]([I:17])[CH:11]=3)=[N:3][N:4]=2)[CH2:9][CH2:8]1. The yield is 0.200. (10) The reactants are [OH-].[Na+].[F:3][C:4]1[CH:9]=[CH:8][C:7]([CH:10]([CH2:20][C:21]([O:23]C)=[O:22])[CH:11](C(OC)=O)[C:12]([O:14]C)=[O:13])=[CH:6][CH:5]=1. The catalyst is CO. The product is [F:3][C:4]1[CH:9]=[CH:8][C:7]([CH:10]([CH2:20][C:21]([OH:23])=[O:22])[CH2:11][C:12]([OH:14])=[O:13])=[CH:6][CH:5]=1. The yield is 0.930.